This data is from Reaction yield outcomes from USPTO patents with 853,638 reactions. The task is: Predict the reaction yield, written as a fraction of the theoretical maximum amount of product (1.0 means a 100% yield; for example, 0.34 means a 34% yield). (1) The reactants are C[C:2]1([CH2:8]O)[CH:7]=[CH:6][CH:5]=[CH:4][NH:3]1.N1C=CN=[CH:11]1.[C:15]([Si:19](C)(C)Cl)([CH3:18])([CH3:17])[CH3:16].CC[O:25][CH2:26][CH3:27]. No catalyst specified. The product is [C:15]([SiH2:19][O:25][C:26]([CH3:27])([CH3:11])[C:6]1[CH:5]=[CH:4][N:3]=[C:2]([CH3:8])[CH:7]=1)([CH3:18])([CH3:17])[CH3:16]. The yield is 0.900. (2) The reactants are [CH3:1][O:2][C@@H:3]([C@@H:21]1[CH2:25][CH2:24][CH2:23][N:22]1[C:26](=[O:45])[CH2:27][C@@H:28]([O:43][CH3:44])[C@@H:29]([N:34]([CH3:42])[C:35](=[O:41])[C@H:36]([CH:38]([CH3:40])[CH3:39])[NH2:37])[C@@H:30]([CH3:33])[CH2:31][CH3:32])[C@@H:4]([CH3:20])[C:5]([NH:7][C@H:8]([C:16]([O:18][CH3:19])=[O:17])[CH2:9][C:10]1[CH:15]=[CH:14][CH:13]=[CH:12][CH:11]=1)=[O:6].C1C2C(COC([NH:63][C@:64]([C:69](O)=[O:70])([CH3:68])[CH:65]([CH3:67])[CH3:66])=O)C3C(=CC=CC=3)C=2C=CC=1.CCN(C(C)C)C(C)C.CN(C(ON1N=NC2C=CC=NC1=2)=[N+](C)C)C.F[P-](F)(F)(F)(F)F.C(NCC)C. The catalyst is ClCCl. The product is [CH3:66][CH:65]([CH3:67])[C@@:64]([C:69]([NH:37][C@H:36]([C:35]([N:34]([C@@H:29]([C@@H:30]([CH3:33])[CH2:31][CH3:32])[C@H:28]([O:43][CH3:44])[CH2:27][C:26]([N:22]1[CH2:23][CH2:24][CH2:25][C@H:21]1[C@H:3]([O:2][CH3:1])[C@@H:4]([CH3:20])[C:5]([NH:7][C@@H:8]([CH2:9][C:10]1[CH:11]=[CH:12][CH:13]=[CH:14][CH:15]=1)[C:16]([O:18][CH3:19])=[O:17])=[O:6])=[O:45])[CH3:42])=[O:41])[CH:38]([CH3:39])[CH3:40])=[O:70])([CH3:68])[NH2:63]. The yield is 0.820. (3) The reactants are C(OC([N:8]([CH2:28][C:29]1[CH:34]=[CH:33][CH:32]=[CH:31][N:30]=1)[CH2:9][C:10]1[CH:15]=[CH:14][C:13]([CH2:16][NH:17][CH:18]2[C:27]3[N:26]=[CH:25][CH:24]=[CH:23][C:22]=3[CH2:21][CH2:20][CH2:19]2)=[CH:12][CH:11]=1)=O)(C)(C)C.[NH:35]1[CH:39]=[CH:38][N:37]=[C:36]1[CH:40]=O.C([BH3-])#N.[Na+]. The catalyst is CO. The product is [N:30]1[CH:31]=[CH:32][CH:33]=[CH:34][C:29]=1[CH2:28][NH:8][CH2:9][C:10]1[CH:11]=[CH:12][C:13]([CH2:16][N:17]([CH2:40][C:36]2[NH:37][CH:38]=[CH:39][N:35]=2)[CH:18]2[C:27]3[N:26]=[CH:25][CH:24]=[CH:23][C:22]=3[CH2:21][CH2:20][CH2:19]2)=[CH:14][CH:15]=1. The yield is 0.240. (4) The reactants are [CH3:1][CH:2]1[NH:7][CH2:6][CH2:5][N:4]2[CH:8]=[CH:9][CH:10]=[C:3]12.[C:11]1(=[O:17])[O:16][C:14](=[O:15])[CH2:13][CH2:12]1. The catalyst is C1COCC1. The product is [CH3:1][CH:2]1[N:7]([C:11](=[O:17])[CH2:12][CH2:13][C:14]([OH:16])=[O:15])[CH2:6][CH2:5][N:4]2[CH:8]=[CH:9][CH:10]=[C:3]12. The yield is 0.540.